Dataset: Cav3 T-type calcium channel HTS with 100,875 compounds. Task: Binary Classification. Given a drug SMILES string, predict its activity (active/inactive) in a high-throughput screening assay against a specified biological target. (1) The molecule is O1C(C(=O)N(c2c1ccc(c2)C)CC(=O)NCc1cc(OC)ccc1)CC. The result is 0 (inactive). (2) The drug is o1nc(c2cc(OC)ccc2)c(c1N)C#N. The result is 0 (inactive). (3) The compound is O1C2=C(C3(c4c(NC3=O)cccc4)C(=C1N)C(OCCCC)=O)C(=O)CCC2. The result is 0 (inactive). (4) The molecule is O(c1cc2c3ncnc(N4CCN(CC4)c4ncccc4)c3[nH]c2cc1)CC. The result is 0 (inactive). (5) The molecule is Clc1ccc(NC(=O)Cn2c3c(nc2CSc2ccc(cc2)C)cccc3)cc1. The result is 0 (inactive). (6) The compound is s1c(c(c2c1[nH]c(=S)n(c2=O)c1ccccc1)C)C(=O)N(CC)CC. The result is 0 (inactive). (7) The drug is o1c2c(c(OC)c3c(oc(=O)cc3)c2OC)cc1. The result is 0 (inactive).